Task: Predict the product of the given reaction.. Dataset: Forward reaction prediction with 1.9M reactions from USPTO patents (1976-2016) (1) Given the reactants C(O[C:4]([C:6]1[C:15](=[O:16])[C:14]2[C:9](=[CH:10][CH:11]=[C:12]([O:17][CH2:18][CH3:19])[N:13]=2)[NH:8][CH:7]=1)=[O:5])C.[CH2:20]([NH2:27])[C:21]1[CH:26]=[CH:25][CH:24]=[CH:23][CH:22]=1.[CH3:28][S:29]([CH3:31])=[O:30], predict the reaction product. The product is: [CH2:20]([NH:27][C:4]([C:6]1[C:15](=[O:16])[C:14]2[C:9](=[CH:10][CH:11]=[C:12]([O:17][CH2:18][CH3:19])[N:13]=2)[NH:8][CH:7]=1)=[O:5])[C:21]1[CH:26]=[CH:25][CH:24]=[CH:23][CH:22]=1.[CH3:28][S:29]([CH3:31])=[O:30]. (2) Given the reactants [CH2:1]([O:8][C:9]([N:11]1[CH2:16][CH2:15][CH:14]([CH2:17][NH:18][C:19]2[CH:24]=[CH:23][N:22]=[C:21]([C:25](=O)[N:26]([CH3:28])[CH3:27])[CH:20]=2)[CH2:13][CH2:12]1)=[O:10])[C:2]1[CH:7]=[CH:6][CH:5]=[CH:4][CH:3]=1.B.O1CCCC1, predict the reaction product. The product is: [CH2:1]([O:8][C:9]([N:11]1[CH2:12][CH2:13][CH:14]([CH2:17][NH:18][C:19]2[CH:24]=[CH:23][N:22]=[C:21]([CH2:25][N:26]([CH3:28])[CH3:27])[CH:20]=2)[CH2:15][CH2:16]1)=[O:10])[C:2]1[CH:7]=[CH:6][CH:5]=[CH:4][CH:3]=1. (3) Given the reactants [H-].[Na+].[CH3:3][O:4][C:5]1[CH:6]=[C:7]2[C:11](=[CH:12][CH:13]=1)[C:10](=O)[CH2:9][CH2:8]2.[C:15]([O:18][CH2:19][CH3:20])(=[O:17])[CH3:16], predict the reaction product. The product is: [CH3:3][O:4][C:5]1[CH:6]=[C:7]2[C:11](=[CH:12][CH:13]=1)[CH:10]([CH2:16][C:15]([O:18][CH2:19][CH3:20])=[O:17])[CH2:9][CH2:8]2. (4) Given the reactants [CH:1]([NH:4][C:5]([C:7]1[C:16](=[O:17])[C:15]2[C:10](=[N:11][CH:12]=[CH:13][CH:14]=2)[N:9]([C:18]2[CH:23]=[CH:22][CH:21]=[C:20](Br)[CH:19]=2)[CH:8]=1)=[O:6])([CH3:3])[CH3:2].[C:25]([C:28]1[CH:29]=[C:30](B(O)O)[CH:31]=[CH:32][CH:33]=1)(=[O:27])[CH3:26].C(O)C.C(=O)([O-])[O-].[Na+].[Na+], predict the reaction product. The product is: [CH:1]([NH:4][C:5]([C:7]1[C:16](=[O:17])[C:15]2[C:10](=[N:11][CH:12]=[CH:13][CH:14]=2)[N:9]([C:18]2[CH:23]=[CH:22][CH:21]=[C:20]([C:32]3[CH:31]=[CH:30][CH:29]=[C:28]([C:25](=[O:27])[CH3:26])[CH:33]=3)[CH:19]=2)[CH:8]=1)=[O:6])([CH3:3])[CH3:2].